From a dataset of Full USPTO retrosynthesis dataset with 1.9M reactions from patents (1976-2016). Predict the reactants needed to synthesize the given product. Given the product [Cl:39][C:4]1[CH:5]=[CH:6][C:1]([S:7]([NH:10][C:11]2[S:15][C:14]3[CH2:16][CH2:17][CH2:18][CH2:19][C:13]=3[C:12]=2[C:20]([O:22][CH3:23])=[O:21])(=[O:9])=[O:8])=[CH:2][CH:3]=1, predict the reactants needed to synthesize it. The reactants are: [C:1]1([S:7]([NH:10][C:11]2[S:15][C:14]3[CH2:16][CH2:17][CH2:18][CH2:19][C:13]=3[C:12]=2[C:20]([O:22][CH2:23]C)=[O:21])(=[O:9])=[O:8])[CH:6]=[CH:5][CH:4]=[CH:3][CH:2]=1.NC1SC2CCCCC=2C=1C(OC)=O.[Cl:39]C1C=CC(S(Cl)(=O)=O)=CC=1.